From a dataset of Forward reaction prediction with 1.9M reactions from USPTO patents (1976-2016). Predict the product of the given reaction. (1) Given the reactants [F:1][C:2]1[CH:7]=[CH:6][C:5]([F:8])=[CH:4][C:3]=1[C@H:9]1[CH2:13][CH2:12][CH2:11][N:10]1[C:14]1[CH:19]=[CH:18][N:17]2[N:20]=[CH:21][C:22]([C:23](O)=[O:24])=[C:16]2[N:15]=1.S(Cl)(Cl)=O.[NH2:30][C:31]1[C:36]([CH3:37])=[CH:35][CH:34]=[CH:33][N:32]=1, predict the reaction product. The product is: [F:1][C:2]1[CH:7]=[CH:6][C:5]([F:8])=[CH:4][C:3]=1[C@H:9]1[CH2:13][CH2:12][CH2:11][N:10]1[C:14]1[CH:19]=[CH:18][N:17]2[N:20]=[CH:21][C:22]([C:23]([NH:30][C:31]3[C:36]([CH3:37])=[CH:35][CH:34]=[CH:33][N:32]=3)=[O:24])=[C:16]2[N:15]=1. (2) Given the reactants [O:1]=[C:2]1[NH:5][C@H:4]([C:6]([O:8][CH2:9][C:10]2[CH:15]=[CH:14][CH:13]=[CH:12][CH:11]=2)=[O:7])[CH2:3]1.CN(C=O)C.N1C=CN=C1.[Si:26](Cl)([C:29]([CH3:32])([CH3:31])[CH3:30])([CH3:28])[CH3:27], predict the reaction product. The product is: [Si:26]([N:5]1[C:2](=[O:1])[CH2:3][C@H:4]1[C:6]([O:8][CH2:9][C:10]1[CH:15]=[CH:14][CH:13]=[CH:12][CH:11]=1)=[O:7])([C:29]([CH3:32])([CH3:31])[CH3:30])([CH3:28])[CH3:27]. (3) Given the reactants [Br-:1].[Br-].[Br-].C([N+](CCCC)(CCCC)CCCC)CCC.C([N+](CCCC)(CCCC)CCCC)CCC.C([N+](CCCC)(CCCC)CCCC)CCC.[C:55]([C:59]1[CH:64]=[CH:63][CH:62]=[CH:61][C:60]=1O)([CH3:58])([CH3:57])[CH3:56].C[OH:67], predict the reaction product. The product is: [Br:1][C:62]1[CH:63]=[CH:64][C:59]([C:55]([CH3:58])([CH3:57])[CH3:56])=[CH:60][C:61]=1[OH:67]. (4) Given the reactants C[O:2][CH:3](OC)[C:4]1[NH:5][CH:6]=[C:7]([C:9]([F:12])([F:11])[F:10])[N:8]=1.[OH-].[Na+], predict the reaction product. The product is: [F:12][C:9]([F:10])([F:11])[C:7]1[N:8]=[C:4]([CH:3]=[O:2])[NH:5][CH:6]=1. (5) Given the reactants [CH3:1]C1C=CC(C)=CC=1OCCC#N.[CH3:14][C:15]1[CH:16]=[C:17]([CH:24]=[CH:25][C:26]=1C)[O:18][CH2:19][CH2:20][C:21]([OH:23])=[O:22], predict the reaction product. The product is: [CH3:1][C:24]1[CH:25]=[CH:26][C:15]([CH3:14])=[CH:16][C:17]=1[O:18][CH2:19][CH2:20][C:21]([OH:23])=[O:22]. (6) Given the reactants [Br:1][C:2]1[CH:33]=[CH:32][C:5]([O:6][C:7]([CH3:31])([CH3:30])[C:8]([NH:10][C:11]2[CH:16]=[CH:15][C:14]([CH:17]([CH:21]([C:26]([O:28]C)=[O:27])[C:22]([O:24]C)=[O:23])[C:18]#[C:19][CH3:20])=[CH:13][CH:12]=2)=[O:9])=[C:4]([Cl:34])[CH:3]=1.Cl, predict the reaction product. The product is: [Br:1][C:2]1[CH:33]=[CH:32][C:5]([O:6][C:7]([CH3:30])([CH3:31])[C:8]([NH:10][C:11]2[CH:12]=[CH:13][C:14]([CH:17]([CH:21]([C:26]([OH:28])=[O:27])[C:22]([OH:24])=[O:23])[C:18]#[C:19][CH3:20])=[CH:15][CH:16]=2)=[O:9])=[C:4]([Cl:34])[CH:3]=1.